Dataset: Reaction yield outcomes from USPTO patents with 853,638 reactions. Task: Predict the reaction yield, written as a fraction of the theoretical maximum amount of product (1.0 means a 100% yield; for example, 0.34 means a 34% yield). (1) The reactants are [C:1]([C:3]1[C:4](C)([OH:10])[NH:5][CH:6]=[CH:7][C:8]=1[CH3:9])#[N:2].[CH3:12]O. The catalyst is [Ni].N. The product is [NH2:2][CH2:1][C:3]1[C:4](=[O:10])[NH:5][C:6]([CH3:12])=[CH:7][C:8]=1[CH3:9]. The yield is 1.00. (2) The reactants are [Na].[CH2:2]([O:6][C:7]1[CH:12]=[CH:11][C:10]([S:13]([OH:16])(=O)=[O:14])=[CH:9][CH:8]=1)[C:3]#[C:4][CH3:5].C(Cl)(=O)C([Cl:20])=O. The product is [CH2:2]([O:6][C:7]1[CH:12]=[CH:11][C:10]([S:13]([Cl:20])(=[O:16])=[O:14])=[CH:9][CH:8]=1)[C:3]#[C:4][CH3:5]. The catalyst is CN(C)C=O.ClCCl. The yield is 0.840. (3) The reactants are [CH3:1][O:2][C:3]1[CH:4]=[C:5]([CH2:9][C:10](Cl)=[O:11])[CH:6]=[CH:7][CH:8]=1.[NH2:13][C:14]1[CH:15]=[C:16]([C:20]2[C:24]([Br:25])=[CH:23][N:22]([CH3:26])[N:21]=2)[CH:17]=[CH:18][CH:19]=1.C(N(CC)CC)C. The catalyst is ClCCl.[Cl-].[Na+].O. The product is [Br:25][C:24]1[C:20]([C:16]2[CH:15]=[C:14]([NH:13][C:10](=[O:11])[CH2:9][C:5]3[CH:6]=[CH:7][CH:8]=[C:3]([O:2][CH3:1])[CH:4]=3)[CH:19]=[CH:18][CH:17]=2)=[N:21][N:22]([CH3:26])[CH:23]=1. The yield is 0.190. (4) The reactants are Cl[C:2]1[C:3]2[S:10][CH:9]=[CH:8][C:4]=2[N:5]=[CH:6][N:7]=1.[OH:11][CH:12]1[CH2:17][CH2:16][NH:15][CH2:14][CH2:13]1.[N+](C1C=CC([O:27][C:28](=O)[NH:29][C:30]2[CH:35]=[CH:34][C:33]([O:36][CH:37]([CH3:39])[CH3:38])=[CH:32][CH:31]=2)=CC=1)([O-])=O.[H-].[Na+]. The catalyst is CCOC(C)=O. The product is [N:5]1[C:4]2[CH:8]=[CH:9][S:10][C:3]=2[C:2]([N:15]2[CH2:16][CH2:17][CH:12]([O:11][C:28](=[O:27])[NH:29][C:30]3[CH:35]=[CH:34][C:33]([O:36][CH:37]([CH3:38])[CH3:39])=[CH:32][CH:31]=3)[CH2:13][CH2:14]2)=[N:7][CH:6]=1. The yield is 0.620. (5) The reactants are [O:1]=[C:2]1[C:10]2[C:5](=[CH:6][CH:7]=[CH:8][CH:9]=2)[C:4](=[O:11])[N:3]1[CH2:12][C@@H:13]([NH:33][C:34](=[O:40])OC(C)(C)C)[CH2:14][C:15]1[CH:20]=[CH:19][C:18]([C:21]2[N:22]=[C:23]3[C:28]([CH:29]([OH:31])[CH3:30])=[CH:27][CH:26]=[CH:25][N:24]3[CH:32]=2)=[CH:17][CH:16]=1.Cl.O1CCOCC1.C(N(CC)C(C)C)(C)C.[Cl:57][C:58]1[CH:59]=[C:60]([CH:75]=[CH:76][C:77]=1[O:78][CH:79]([CH3:81])[CH3:80])C(OC1C(F)=C(F)C(F)=C(F)C=1F)=O. The catalyst is O. The product is [Cl:57][C:58]1[CH:59]=[C:60]([CH:75]=[CH:76][C:77]=1[O:78][CH:79]([CH3:81])[CH3:80])[C:34]([NH:33][C@@H:13]([CH2:14][C:15]1[CH:20]=[CH:19][C:18]([C:21]2[N:22]=[C:23]3[C:28]([CH:29]([OH:31])[CH3:30])=[CH:27][CH:26]=[CH:25][N:24]3[CH:32]=2)=[CH:17][CH:16]=1)[CH2:12][N:3]1[C:2](=[O:1])[C:10]2[C:5](=[CH:6][CH:7]=[CH:8][CH:9]=2)[C:4]1=[O:11])=[O:40]. The yield is 1.00. (6) The reactants are [CH3:1][N:2]1[CH:6]=[CH:5][CH:4]=[N:3]1.C([Li])CCC.[C:12]([Si:16]([CH3:26])([CH3:25])[O:17][C@@H:18]1[CH2:24][CH2:23][C@H:22]2[C@H:20]([O:21]2)[CH2:19]1)([CH3:15])([CH3:14])[CH3:13]. The catalyst is C1COCC1. The product is [Si:16]([O:17][C@@H:18]1[CH2:24][CH2:23][C@H:22]([OH:21])[C@@H:20]([C:6]2[N:2]([CH3:1])[N:3]=[CH:4][CH:5]=2)[CH2:19]1)([C:12]([CH3:15])([CH3:14])[CH3:13])([CH3:26])[CH3:25]. The yield is 0.690. (7) The product is [OH:71][CH2:70][CH2:69][CH2:68][CH2:67][CH2:66][NH:65][C:20](=[O:22])[C@@H:19]([NH:18][C:16](=[O:17])[O:15][CH2:14][CH:12]1[C:13]2[CH:1]=[CH:2][CH:3]=[CH:4][C:5]=2[C:6]2[C:11]1=[CH:10][CH:9]=[CH:8][CH:7]=2)[C:23]([CH3:24])([S:25][C:26]([C:27]1[CH:28]=[CH:29][CH:30]=[CH:31][CH:32]=1)([C:39]1[CH:44]=[CH:43][CH:42]=[CH:41][CH:40]=1)[C:33]1[CH:34]=[CH:35][CH:36]=[CH:37][CH:38]=1)[CH3:45]. The catalyst is CCOC(C)=O.C(Cl)Cl.CN(C=O)C. The yield is 0.659. The reactants are [CH:1]1[C:13]2[CH:12]([CH2:14][O:15][C:16]([NH:18][C@@H:19]([C:23]([CH3:45])([S:25][C:26]([C:39]3[CH:44]=[CH:43][CH:42]=[CH:41][CH:40]=3)([C:33]3[CH:38]=[CH:37][CH:36]=[CH:35][CH:34]=3)[C:27]3[CH:32]=[CH:31][CH:30]=[CH:29][CH:28]=3)[CH3:24])[C:20]([OH:22])=O)=[O:17])[C:11]3[C:6](=[CH:7][CH:8]=[CH:9][CH:10]=3)[C:5]=2[CH:4]=[CH:3][CH:2]=1.C1C=CC2N(O)N=NC=2C=1.CCN(C(C)C)C(C)C.[NH2:65][CH2:66][CH2:67][CH2:68][CH2:69][CH2:70][OH:71].